Dataset: Kir2.1 potassium channel HTS with 301,493 compounds. Task: Binary Classification. Given a drug SMILES string, predict its activity (active/inactive) in a high-throughput screening assay against a specified biological target. (1) The drug is S(CC(=O)N1CCCC1)c1n(CCc2ccccc2)c(nn1)Cc1n(ccc1)C. The result is 0 (inactive). (2) The compound is O=C(NCC(c1ccccc1)C)C1CCN(CC1)c1nnc(c2c1nn(c2C)c1ccc(OC)cc1)C. The result is 0 (inactive). (3) The result is 0 (inactive). The compound is O=C1N(Cc2ccccc2)C(=O)C=C1.